This data is from Full USPTO retrosynthesis dataset with 1.9M reactions from patents (1976-2016). The task is: Predict the reactants needed to synthesize the given product. (1) Given the product [C:50]([CH2:51][CH2:52][PH:72]([O:46][C@@H:25]1[C@@H:24]([CH2:23][O:22][C:7]([C:16]2[CH:17]=[CH:18][CH:19]=[CH:20][CH:21]=2)([C:8]2[CH:13]=[CH:12][C:11]([O:14][CH3:15])=[CH:10][CH:9]=2)[C:6]2[CH:47]=[CH:48][C:3]([O:2][CH3:1])=[CH:4][CH:5]=2)[O:28][C@@H:27]([N:29]2[CH:36]=[CH:35][C:33](=[O:34])[NH:32][C:30]2=[O:31])[C@@H:26]1[O:37][CH2:38][O:39][CH2:40][O:41][CH2:42][CH2:43][C:44]#[N:45])([N:80]([CH:81]([CH3:82])[CH3:83])[CH:84]([CH3:85])[CH3:86])[OH:71])#[N:49], predict the reactants needed to synthesize it. The reactants are: [CH3:1][O:2][C:3]1[CH:48]=[CH:47][C:6]([C:7]([O:22][CH2:23][C@H:24]2[O:28][C@@H:27]([N:29]3[CH:36]=[CH:35][C:33](=[O:34])[NH:32][C:30]3=[O:31])[C@H:26]([O:37][CH2:38][O:39][CH2:40][O:41][CH2:42][CH2:43][C:44]#[N:45])[C@@H:25]2[OH:46])([C:16]2[CH:21]=[CH:20][CH:19]=[CH:18][CH:17]=2)[C:8]2[CH:13]=[CH:12][C:11]([O:14][CH3:15])=[CH:10][CH:9]=2)=[CH:5][CH:4]=1.[N:49]1C=C[CH:52]=[CH:51][CH:50]=1.N1[C-]=NN=N1.C([NH2+]C(C)C)(C)C.C(CC[O:71][P:72]([N:80]([CH:84]([CH3:86])[CH3:85])[CH:81]([CH3:83])[CH3:82])N(C(C)C)C(C)C)#N. (2) The reactants are: C([Li])CCC.[O:6]1[CH2:11][CH2:10][CH2:9][CH2:8][CH:7]1[N:12]1[CH:16]=[C:15]([C:17]2[CH:22]=[CH:21][N:20]=[CH:19][CH:18]=2)[CH:14]=[N:13]1.[CH2:23]([Sn:27](Cl)([CH2:32][CH2:33][CH2:34][CH3:35])[CH2:28][CH2:29][CH2:30][CH3:31])[CH2:24][CH2:25][CH3:26]. Given the product [O:6]1[CH2:11][CH2:10][CH2:9][CH2:8][CH:7]1[N:12]1[C:16]([Sn:27]([CH2:28][CH2:29][CH2:30][CH3:31])([CH2:32][CH2:33][CH2:34][CH3:35])[CH2:23][CH2:24][CH2:25][CH3:26])=[C:15]([C:17]2[CH:22]=[CH:21][N:20]=[CH:19][CH:18]=2)[CH:14]=[N:13]1, predict the reactants needed to synthesize it. (3) Given the product [Cl:50][C:43]1[CH:42]=[CH:41][C:40]2[N:39]([CH2:51][C:52]([NH:22][C:21]3[CH:23]=[CH:24][CH:25]=[C:26]([CH3:27])[C:20]=3[CH3:19])=[O:53])[C@H:38]3[CH2:37][CH2:36][N:35]([C:33]([O:32][C:28]([CH3:30])([CH3:29])[CH3:31])=[O:34])[CH2:48][CH2:47][C@H:46]3[C:45]=2[C:44]=1[Cl:49], predict the reactants needed to synthesize it. The reactants are: CCOC1N(C(OCC)=O)C2C(=CC=CC=2)C=C1.[CH3:19][C:20]1[C:26]([CH3:27])=[CH:25][CH:24]=[CH:23][C:21]=1[NH2:22].[C:28]([O:32][C:33]([N:35]1[CH2:48][CH2:47][C@@H:46]2[C@@H:38]([N:39]([CH2:51][C:52](O)=[O:53])[C:40]3[CH:41]=[CH:42][C:43]([Cl:50])=[C:44]([Cl:49])[C:45]=32)[CH2:37][CH2:36]1)=[O:34])([CH3:31])([CH3:30])[CH3:29]. (4) The reactants are: [CH3:1][C:2]1([CH3:17])[CH2:11][C:10]2[N:9]=[C:8](SC)[C:7]([C:14]#[N:15])=[CH:6][C:5]=2[C:4](=[O:16])[CH2:3]1.[NH:18]1[CH2:23][CH2:22][CH2:21][CH2:20][CH2:19]1. Given the product [CH3:1][C:2]1([CH3:17])[CH2:11][C:10]2[N:9]=[C:8]([N:18]3[CH2:23][CH2:22][CH2:21][CH2:20][CH2:19]3)[C:7]([C:14]#[N:15])=[CH:6][C:5]=2[C:4](=[O:16])[CH2:3]1, predict the reactants needed to synthesize it. (5) Given the product [Cl:1][C:2]1[C:7]([CH3:8])=[C:6]([Cl:9])[N:5]=[CH:4][C:3]=1[CH2:10][N:11]([C:15]1[C:16]([F:26])=[C:17]([O:24][CH3:25])[CH:18]=[C:19]([O:22][CH3:23])[C:20]=1[F:21])[C:12]([NH:32][CH3:29])=[O:13], predict the reactants needed to synthesize it. The reactants are: [Cl:1][C:2]1[C:7]([CH3:8])=[C:6]([Cl:9])[N:5]=[CH:4][C:3]=1[CH2:10][N:11]([C:15]1[C:20]([F:21])=[C:19]([O:22][CH3:23])[CH:18]=[C:17]([O:24][CH3:25])[C:16]=1[F:26])[C:12](Cl)=[O:13].CN.[CH:29]([N:32](CC)C(C)C)(C)C. (6) Given the product [CH3:28][C:26]1[N:27]=[C:23]([NH:22][C:18]2[CH:17]=[C:16]([S:15][C:11]3[CH:10]=[C:9]([OH:8])[CH:14]=[CH:13][CH:12]=3)[CH:21]=[CH:20][N:19]=2)[S:24][CH:25]=1, predict the reactants needed to synthesize it. The reactants are: [Si]([O:8][C:9]1[CH:10]=[C:11]([S:15][C:16]2[CH:21]=[CH:20][N:19]=[C:18]([NH:22][C:23]3[S:24][CH:25]=[C:26]([CH3:28])[N:27]=3)[CH:17]=2)[CH:12]=[CH:13][CH:14]=1)(C(C)(C)C)(C)C.C1COCC1.Cl.